Task: Predict the product of the given reaction.. Dataset: Forward reaction prediction with 1.9M reactions from USPTO patents (1976-2016) (1) Given the reactants [CH3:1][C@H:2]1[CH2:7][CH2:6][C@H:5]([C:8]([N:10]([C:20]2[CH:24]=[C:23]([C:25]3[CH:30]=[CH:29][CH:28]=[CH:27][CH:26]=3)[S:22][C:21]=2[C:31]([O:33]C)=[O:32])[CH2:11][C:12]([N:14]2[CH2:19][CH2:18][O:17][CH2:16][CH2:15]2)=[O:13])=[O:9])[CH2:4][CH2:3]1.C1COCC1.Cl, predict the reaction product. The product is: [CH3:1][C@H:2]1[CH2:7][CH2:6][C@H:5]([C:8]([N:10]([C:20]2[CH:24]=[C:23]([C:25]3[CH:26]=[CH:27][CH:28]=[CH:29][CH:30]=3)[S:22][C:21]=2[C:31]([OH:33])=[O:32])[CH2:11][C:12]([N:14]2[CH2:19][CH2:18][O:17][CH2:16][CH2:15]2)=[O:13])=[O:9])[CH2:4][CH2:3]1. (2) Given the reactants [Cl:1][C:2]1[CH:21]=[C:20]([O:22]C)[C:5]2[NH:6][C:7]([NH:12][C:13]3[CH:18]=[CH:17][CH:16]=[CH:15][C:14]=3[Cl:19])=[N:8][S:9](=O)(=O)[C:4]=2[CH:3]=1.B(Br)(Br)Br, predict the reaction product. The product is: [Cl:1][C:2]1[CH:3]=[C:4]2[S:9][N:8]=[C:7]([NH:12][C:13]3[CH:18]=[CH:17][CH:16]=[CH:15][C:14]=3[Cl:19])[NH:6][C:5]2=[C:20]([OH:22])[CH:21]=1. (3) Given the reactants Br[C:2]1[CH:10]=[C:9]2[C:5]([CH:6]=[N:7][NH:8]2)=[CH:4][CH:3]=1.[C:11]([O:15][C:16]([N:18]1[CH2:23][CH:22]=[C:21](B2OC(C)(C)C(C)(C)O2)[CH2:20][CH2:19]1)=[O:17])([CH3:14])([CH3:13])[CH3:12].C([O-])([O-])=O.[K+].[K+].C([O-])([O-])=O.[Na+].[Na+], predict the reaction product. The product is: [C:11]([O:15][C:16]([N:18]1[CH2:19][CH:20]=[C:21]([C:2]2[CH:10]=[C:9]3[C:5]([CH:6]=[N:7][NH:8]3)=[CH:4][CH:3]=2)[CH2:22][CH2:23]1)=[O:17])([CH3:14])([CH3:12])[CH3:13]. (4) The product is: [Br:15][C:16]1[CH:23]=[CH:22][C:19]([CH2:20][N:31]2[C:30]3[CH:34]=[CH:35][CH:36]=[CH:37][C:29]=3[N:28]3[CH2:38][CH2:39][N:25]([CH3:24])[CH2:26][CH:27]3[CH2:33][CH2:32]2)=[CH:18][CH:17]=1. Given the reactants C(O[BH-](OC(=O)C)OC(=O)C)(=O)C.[Na+].[Br:15][C:16]1[CH:23]=[CH:22][C:19]([CH:20]=O)=[CH:18][CH:17]=1.[CH3:24][N:25]1[CH2:39][CH2:38][N:28]2[C:29]3[CH:37]=[CH:36][CH:35]=[CH:34][C:30]=3[NH:31][CH2:32][CH2:33][CH:27]2[CH2:26]1.C(O)(=O)C, predict the reaction product. (5) Given the reactants [OH:1][C@H:2]([CH3:8])[CH2:3][C:4]([O:6][CH3:7])=[O:5].N1C=CN=C1.[Si:14](Cl)([C:27]([CH3:30])([CH3:29])[CH3:28])([C:21]1[CH:26]=[CH:25][CH:24]=[CH:23][CH:22]=1)[C:15]1[CH:20]=[CH:19][CH:18]=[CH:17][CH:16]=1, predict the reaction product. The product is: [CH3:7][O:6][C:4](=[O:5])[CH2:3][C@H:2]([O:1][Si:14]([C:27]([CH3:30])([CH3:29])[CH3:28])([C:21]1[CH:22]=[CH:23][CH:24]=[CH:25][CH:26]=1)[C:15]1[CH:20]=[CH:19][CH:18]=[CH:17][CH:16]=1)[CH3:8].